From a dataset of Human liver microsome stability data. Regression/Classification. Given a drug SMILES string, predict its absorption, distribution, metabolism, or excretion properties. Task type varies by dataset: regression for continuous measurements (e.g., permeability, clearance, half-life) or binary classification for categorical outcomes (e.g., BBB penetration, CYP inhibition). Dataset: hlm. (1) The compound is COc1cc(NC(=O)C2COc3ccccc3C2)ccc1-c1cn[nH]c1. The result is 1 (stable in human liver microsomes). (2) The drug is COc1cccc(N2CCN(C(=O)c3cc(C)ccc3OC)CC2)c1. The result is 1 (stable in human liver microsomes).